From a dataset of Catalyst prediction with 721,799 reactions and 888 catalyst types from USPTO. Predict which catalyst facilitates the given reaction. (1) Reactant: [NH2:1][C:2]1[CH:3]=[CH:4][C:5]([NH:24][C:25]([O:27][C:28]([CH3:31])([CH3:30])[CH3:29])=[O:26])=[C:6]([CH2:8][CH2:9][C:10]2[CH:11]=[C:12]([NH:16][C:17](=[O:23])[O:18][C:19]([CH3:22])([CH3:21])[CH3:20])[CH:13]=[CH:14][CH:15]=2)[CH:7]=1.[Cl:32][C:33]1[N:38]=[C:37](Cl)[C:36]([CH3:40])=[CH:35][N:34]=1.C(=O)([O-])[O-].[K+].[K+]. Product: [C:28]([O:27][C:25]([NH:24][C:5]1[CH:4]=[CH:3][C:2]([NH:1][C:35]2[C:36]([CH3:40])=[CH:37][N:38]=[C:33]([Cl:32])[N:34]=2)=[CH:7][C:6]=1[CH2:8][CH2:9][C:10]1[CH:11]=[C:12]([NH:16][C:17](=[O:23])[O:18][C:19]([CH3:22])([CH3:21])[CH3:20])[CH:13]=[CH:14][CH:15]=1)=[O:26])([CH3:31])([CH3:30])[CH3:29]. The catalyst class is: 9. (2) Reactant: [Cl:1][C:2]1[CH:10]=[CH:9][C:8]2[NH:7][CH:6]3[CH2:11][CH2:12][N:13]([CH3:15])[CH2:14][CH:5]3[C:4]=2[CH:3]=1.N1CCC[C@H]1C(O)=O.P([O-])([O-])([O-])=O.[K+].[K+].[K+].Br[CH:33]=[C:34]([C:36]1[CH:41]=[C:40]([F:42])[C:39]([F:43])=[CH:38][C:37]=1[Cl:44])[CH3:35]. Product: [Cl:1][C:2]1[CH:10]=[CH:9][C:8]2[N:7](/[CH:33]=[C:34](/[C:36]3[CH:41]=[C:40]([F:42])[C:39]([F:43])=[CH:38][C:37]=3[Cl:44])\[CH3:35])[C:6]3[CH2:11][CH2:12][N:13]([CH3:15])[CH2:14][C:5]=3[C:4]=2[CH:3]=1. The catalyst class is: 122. (3) Reactant: C(N(CC)CC)C.[I-].[NH2:9][C:10]1[CH:15]=[CH:14][C:13]([N+:16]2[CH2:17][CH2:18][CH2:19][CH2:20][C:21]=2SC)=[CH:12][CH:11]=1.[Cl-].[CH3:25][O:26][NH3+:27]. Product: [CH3:25][O:26][N:27]=[C:21]1[CH2:20][CH2:19][CH2:18][CH2:17][N:16]1[C:13]1[CH:14]=[CH:15][C:10]([NH2:9])=[CH:11][CH:12]=1. The catalyst class is: 8.